Task: Predict the product of the given reaction.. Dataset: Forward reaction prediction with 1.9M reactions from USPTO patents (1976-2016) Given the reactants [Br:1][C:2]1[C:3]([CH3:11])=[C:4]([CH2:9][OH:10])[CH:5]=[C:6]([F:8])[CH:7]=1.[Li+].[Cl-].FC(F)(F)[C:16](O)=[O:17], predict the reaction product. The product is: [Br:1][C:2]1[C:3]([CH3:11])=[C:4]2[C:5](=[C:6]([F:8])[CH:7]=1)[C:16](=[O:17])[O:10][CH2:9]2.